From a dataset of Full USPTO retrosynthesis dataset with 1.9M reactions from patents (1976-2016). Predict the reactants needed to synthesize the given product. (1) Given the product [CH3:3][N:4]([CH:28]1[CH2:33][CH2:32][O:31][CH2:30][CH2:29]1)[C:5]([C:7]1[CH:8]=[CH:9][C:10]([N:17]2[CH2:22][CH2:21][CH2:20][C@@H:19]([CH2:23][C:24]([OH:26])=[O:25])[CH2:18]2)=[N:11][C:12]=1[S:13][CH2:14][CH2:15][CH3:16])=[O:6], predict the reactants needed to synthesize it. The reactants are: [OH-].[Na+].[CH3:3][N:4]([CH:28]1[CH2:33][CH2:32][O:31][CH2:30][CH2:29]1)[C:5]([C:7]1[CH:8]=[CH:9][C:10]([N:17]2[CH2:22][CH2:21][CH2:20][C@@H:19]([CH2:23][C:24]([O:26]C)=[O:25])[CH2:18]2)=[N:11][C:12]=1[S:13][CH2:14][CH2:15][CH3:16])=[O:6].Cl. (2) Given the product [Cl:6][C:7]1[C:8]([F:27])=[C:9]([NH:13][C:14]2[C:23]3[C:18](=[CH:19][C:20]([O:26][CH2:4][CH2:3][O:2][CH3:1])=[C:21]([CH:24]=[O:25])[CH:22]=3)[N:17]=[CH:16][N:15]=2)[CH:10]=[CH:11][CH:12]=1, predict the reactants needed to synthesize it. The reactants are: [CH3:1][O:2][CH2:3][CH2:4]Cl.[Cl:6][C:7]1[C:8]([F:27])=[C:9]([NH:13][C:14]2[C:23]3[C:18](=[CH:19][C:20]([OH:26])=[C:21]([CH:24]=[O:25])[CH:22]=3)[N:17]=[CH:16][N:15]=2)[CH:10]=[CH:11][CH:12]=1.C([O-])([O-])=O.[K+].[K+]. (3) Given the product [CH3:14][N:11]1[CH2:12][CH2:13][N:8]([C:5]2[CH:6]=[CH:7][C:2]([B:21]3[O:25][C:24]([CH3:27])([CH3:26])[C:23]([CH3:29])([CH3:28])[O:22]3)=[CH:3][C:4]=2[CH3:15])[CH2:9][CH2:10]1, predict the reactants needed to synthesize it. The reactants are: I[C:2]1[CH:7]=[CH:6][C:5]([N:8]2[CH2:13][CH2:12][N:11]([CH3:14])[CH2:10][CH2:9]2)=[C:4]([CH3:15])[CH:3]=1.CC([O-])=O.[K+].[B:21]1([B:21]2[O:25][C:24]([CH3:27])([CH3:26])[C:23]([CH3:29])([CH3:28])[O:22]2)[O:25][C:24]([CH3:27])([CH3:26])[C:23]([CH3:29])([CH3:28])[O:22]1.N#N. (4) The reactants are: [Br:1][C:2]1[CH:3]=[C:4]([CH:8]=[CH:9][N:10]=1)[C:5]([OH:7])=O.CN(C(ON1N=NC2C=CC=NC1=2)=[N+](C)C)C.F[P-](F)(F)(F)(F)F.[CH3:35][O:36][C:37]1[C:42]2[N:43]=[C:44]([NH2:46])[S:45][C:41]=2[C:40]([CH:47]2[CH2:52][CH2:51][O:50][CH2:49][CH2:48]2)=[CH:39][CH:38]=1. Given the product [Br:1][C:2]1[CH:3]=[C:4]([CH:8]=[CH:9][N:10]=1)[C:5]([NH:46][C:44]1[S:45][C:41]2[C:40]([CH:47]3[CH2:48][CH2:49][O:50][CH2:51][CH2:52]3)=[CH:39][CH:38]=[C:37]([O:36][CH3:35])[C:42]=2[N:43]=1)=[O:7], predict the reactants needed to synthesize it. (5) Given the product [Cl:1][C:2]1[C:3]2[N:10]([CH2:18][CH2:19][O:20][CH2:21][CH2:22][O:23][CH2:24][CH3:25])[CH:9]=[CH:8][C:4]=2[N:5]=[CH:6][N:7]=1, predict the reactants needed to synthesize it. The reactants are: [Cl:1][C:2]1[C:3]2[NH:10][CH:9]=[CH:8][C:4]=2[N:5]=[CH:6][N:7]=1.C(=O)([O-])[O-].[Cs+].[Cs+].Br[CH2:18][CH2:19][O:20][CH2:21][CH2:22][O:23][CH2:24][CH3:25]. (6) Given the product [F:38][C:32]1[C:33]([F:37])=[CH:34][CH:35]=[CH:36][C:31]=1[CH2:30][N:8]1[C:6]2=[N:7][C:2]([CH3:1])=[CH:3][CH:4]=[C:5]2[C:10]([C:11]2[N:12]=[N:13][C:14]3[C:19]4([CH2:21][CH2:20]4)[C:18](=[O:22])[NH:17][C:15]=3[N:16]=2)=[N:9]1, predict the reactants needed to synthesize it. The reactants are: [CH3:1][C:2]1[N:7]=[C:6]2[NH:8][N:9]=[C:10]([C:11]3[N:12]=[N:13][C:14]4[C:19]5([CH2:21][CH2:20]5)[C:18](=[O:22])[NH:17][C:15]=4[N:16]=3)[C:5]2=[CH:4][CH:3]=1.C(=O)([O-])[O-].[Cs+].[Cs+].Br[CH2:30][C:31]1[CH:36]=[CH:35][CH:34]=[C:33]([F:37])[C:32]=1[F:38].O. (7) Given the product [CH2:17]([NH:21][C:22]([C:24]1[C:28]2[CH:29]=[CH:30][C:31]([O:33][C:2]3[CH:7]=[CH:6][N:5]=[C:4]4[CH:8]=[C:9]([C:11]5[N:12]([CH3:16])[CH:13]=[CH:14][N:15]=5)[S:10][C:3]=34)=[CH:32][C:27]=2[O:26][C:25]=1[CH3:34])=[O:23])[CH:18]([CH3:20])[CH3:19], predict the reactants needed to synthesize it. The reactants are: Cl[C:2]1[CH:7]=[CH:6][N:5]=[C:4]2[CH:8]=[C:9]([C:11]3[N:12]([CH3:16])[CH:13]=[CH:14][N:15]=3)[S:10][C:3]=12.[CH2:17]([NH:21][C:22]([C:24]1[C:28]2[CH:29]=[CH:30][C:31]([OH:33])=[CH:32][C:27]=2[O:26][C:25]=1[CH3:34])=[O:23])[CH:18]([CH3:20])[CH3:19].C([O-])([O-])=O.[Cs+].[Cs+]. (8) The reactants are: [CH2:1]([O:3][C:4](=[O:28])[CH2:5][N:6]1[C:14](=[O:15])[C:13]2[C:8](=[CH:9][CH:10]=[C:11]([O:16][C:17]3[CH:22]=[CH:21][C:20]([O:23][CH2:24][CH2:25][CH3:26])=[CH:19][CH:18]=3)[CH:12]=2)[C:7]1=[O:27])[CH3:2].[O-][CH2:30][CH2:31]CC.[Na+].C(O)CCC.Cl. Given the product [CH2:1]([O:3][C:4]([C:5]1[NH:6][C:7](=[O:27])[C:8]2[C:13]([C:14]=1[OH:15])=[CH:12][C:11]([O:16][C:17]1[CH:22]=[CH:21][C:20]([O:23][CH2:24][CH2:25][CH3:26])=[CH:19][CH:18]=1)=[CH:10][CH:9]=2)=[O:28])[CH2:2][CH2:30][CH3:31], predict the reactants needed to synthesize it.